Dataset: Forward reaction prediction with 1.9M reactions from USPTO patents (1976-2016). Task: Predict the product of the given reaction. (1) Given the reactants [F:1][C:2]([F:47])([F:46])[C:3]([C:27]1[N:31](COCC[Si](C)(C)C)[C:30]2[CH:40]=[CH:41][C:42]([C:44]#[N:45])=[CH:43][C:29]=2[N:28]=1)(O)[C:4]1[C:12]([S:13][CH3:14])=[CH:11][C:10]([CH3:15])=[C:9]2[C:5]=1[CH:6]=[CH:7][N:8]2[S:16]([C:19]1[CH:25]=[CH:24][C:22]([CH3:23])=[CH:21][CH:20]=1)(=[O:18])=[O:17].FC(F)(F)C(C1N(COCC[Si](C)(C)C)C2C=C(C#N)C=CC=2N=1)(O)C1C(SC)=CC(C)=C2C=1C=[CH:54][N:55]2S(C1C=CC(C)=CC=1)(=O)=O.Cl.S(Cl)(Cl)=O.CN, predict the reaction product. The product is: [F:47][C:2]([F:46])([F:1])[C:3]([C:27]1[NH:31][C:30]2[CH:40]=[CH:41][C:42]([C:44]#[N:45])=[CH:43][C:29]=2[N:28]=1)([C:4]1[C:12]([S:13][CH3:14])=[CH:11][C:10]([CH3:15])=[C:9]2[C:5]=1[CH:6]=[CH:7][N:8]2[S:16]([C:19]1[CH:25]=[CH:24][C:22]([CH3:23])=[CH:21][CH:20]=1)(=[O:18])=[O:17])[NH:55][CH3:54]. (2) Given the reactants N1C2C=CC=NC=2NC=1.[H-].[Na+].ClC[C:14]1[CH:24]=[CH:23][C:17]2[N:18]=[C:19]([S:21][CH3:22])[S:20][C:16]=2[CH:15]=1.O, predict the reaction product. The product is: [CH3:22][S:21][C:19]1[S:20][C:16]2[CH:15]=[CH:14][CH:24]=[CH:23][C:17]=2[N:18]=1. (3) Given the reactants [CH2:1]([O:3][C:4]([C:6]1[N:10]=[CH:9][NH:8][N:7]=1)=[O:5])[CH3:2].C(O)C.[O-]CC.[Na+].[F:18][C:19]1[CH:26]=[CH:25][C:22]([CH2:23]Br)=[CH:21][CH:20]=1.O, predict the reaction product. The product is: [CH2:1]([O:3][C:4]([C:6]1[N:10]=[CH:9][N:8]([CH2:23][C:22]2[CH:25]=[CH:26][C:19]([F:18])=[CH:20][CH:21]=2)[N:7]=1)=[O:5])[CH3:2]. (4) The product is: [N:35]1([CH2:2][CH2:3][O:4][C:5]2[CH:10]=[CH:9][C:8](/[C:11](/[C:22]3[CH:27]=[CH:26][CH:25]=[CH:24][CH:23]=3)=[C:12](\[C:16]3[CH:21]=[CH:20][CH:19]=[CH:18][CH:17]=3)/[CH2:13][CH2:14][OH:15])=[CH:7][CH:6]=2)[CH:39]=[CH:38][N:37]=[CH:36]1. Given the reactants Br[CH2:2][CH2:3][O:4][C:5]1[CH:10]=[CH:9][C:8](/[C:11](/[C:22]2[CH:27]=[CH:26][CH:25]=[CH:24][CH:23]=2)=[C:12](\[C:16]2[CH:21]=[CH:20][CH:19]=[CH:18][CH:17]=2)/[CH2:13][CH2:14][OH:15])=[CH:7][CH:6]=1.C(=O)([O-])[O-].[K+].[K+].[Na].[NH:35]1[CH:39]=[CH:38][N:37]=[CH:36]1, predict the reaction product. (5) Given the reactants [Br:1][C:2]1[CH:3]=[C:4]([C:8]2[N:12]=[CH:11][NH:10][N:9]=2)[CH:5]=[CH:6][CH:7]=1.[C:13]([O-])([O-])=O.[K+].[K+].ClC[CH2:21][C:22]([CH3:27])([CH3:26])[C:23]([O-:25])=[O:24], predict the reaction product. The product is: [CH3:21][C:22]([CH3:27])([CH3:26])[C:23]([O:25][CH2:13][N:10]1[CH:11]=[N:12][C:8]([C:4]2[CH:5]=[CH:6][CH:7]=[C:2]([Br:1])[CH:3]=2)=[N:9]1)=[O:24]. (6) Given the reactants [NH2:1][C:2]1[O:6][N:5]=[C:4]([CH3:7])[C:3]=1[Br:8].[CH2:9]([C:16]1[S:20][C:19]([S:21](Cl)(=[O:23])=[O:22])=[CH:18][CH:17]=1)[C:10]1[CH:15]=[CH:14][CH:13]=[CH:12][CH:11]=1, predict the reaction product. The product is: [Br:8][C:3]1[C:4]([CH3:7])=[N:5][O:6][C:2]=1[NH:1][S:21]([C:19]1[S:20][C:16]([CH2:9][C:10]2[CH:11]=[CH:12][CH:13]=[CH:14][CH:15]=2)=[CH:17][CH:18]=1)(=[O:22])=[O:23]. (7) Given the reactants [CH3:1][C:2]1[S:6][C:5]([CH2:7][C:8]2[S:12][C:11]([CH:13]=[O:14])=[CH:10][CH:9]=2)=[CH:4][CH:3]=1.[H-].[Al+3].[Li+].[H-].[H-].[H-].O.C(OCC)(=O)C, predict the reaction product. The product is: [CH3:1][C:2]1[S:6][C:5]([CH2:7][C:8]2[S:12][C:11]([CH2:13][OH:14])=[CH:10][CH:9]=2)=[CH:4][CH:3]=1.